This data is from Full USPTO retrosynthesis dataset with 1.9M reactions from patents (1976-2016). The task is: Predict the reactants needed to synthesize the given product. (1) Given the product [CH3:1][O:2]/[N:3]=[C:4](/[C:15]1[CH:20]=[CH:19][CH:18]=[CH:17][CH:16]=1)\[CH2:5][O:6][C:7]1[CH:12]=[CH:11][C:10]([CH2:13][O:14][C:22]2[CH:27]=[CH:26][C:25]([CH2:28][C:29]#[N:30])=[CH:24][CH:23]=2)=[CH:9][CH:8]=1, predict the reactants needed to synthesize it. The reactants are: [CH3:1][O:2][N:3]=[C:4]([C:15]1[CH:20]=[CH:19][CH:18]=[CH:17][CH:16]=1)[CH2:5][O:6][C:7]1[CH:12]=[CH:11][C:10]([CH2:13][OH:14])=[CH:9][CH:8]=1.O[C:22]1[CH:27]=[CH:26][C:25]([CH2:28][C:29]#[N:30])=[CH:24][CH:23]=1.C(P(CCCC)CCCC)CCC. (2) Given the product [C:16]([O:20][C:21]([N:23]1[CH2:28][C@@H:27]2[CH2:29][C@H:24]1[CH2:25][N:26]2[C:5]([C:4]([O:3][CH2:1][CH3:2])=[O:9])([CH3:7])[CH3:6])=[O:22])([CH3:19])([CH3:17])[CH3:18], predict the reactants needed to synthesize it. The reactants are: [CH2:1]([O:3][C:4](=[O:9])[C:5](Br)([CH3:7])[CH3:6])[CH3:2].C(=O)([O-])[O-].[K+].[K+].[C:16]([O:20][C:21]([N:23]1[CH2:28][C@@H:27]2[CH2:29][C@H:24]1[CH2:25][NH:26]2)=[O:22])([CH3:19])([CH3:18])[CH3:17].